Dataset: Forward reaction prediction with 1.9M reactions from USPTO patents (1976-2016). Task: Predict the product of the given reaction. (1) Given the reactants [C:12]([O:11][C:9](O[C:9]([O:11][C:12]([CH3:15])([CH3:14])[CH3:13])=[O:10])=[O:10])([CH3:15])([CH3:14])[CH3:13].[NH2:16][C@H:17]1[C:25]2[C:20](=[CH:21][CH:22]=[CH:23][CH:24]=2)[CH2:19][C@H:18]1[OH:26].C(N(CC)CC)C, predict the reaction product. The product is: [OH:26][C@@H:18]1[CH2:19][C:20]2[C:25](=[CH:24][CH:23]=[CH:22][CH:21]=2)[C@@H:17]1[NH:16][C:9](=[O:10])[O:11][C:12]([CH3:13])([CH3:14])[CH3:15]. (2) Given the reactants [CH3:1][O:2][C:3]1[CH:28]=[C:27]([O:29][CH3:30])[CH:26]=[CH:25][C:4]=1[CH2:5][N:6]([C:19]1[CH:24]=[CH:23][N:22]=[CH:21][N:20]=1)[S:7]([C:10]1[CH:15]=[C:14]([F:16])[C:13](F)=[CH:12][C:11]=1[F:18])(=[O:9])=[O:8].[N:31]1([C@H:36]2[CH2:41][CH2:40][CH2:39][CH2:38][C@@H:37]2[OH:42])[CH:35]=[CH:34][N:33]=[CH:32]1.[H-].[Na+], predict the reaction product. The product is: [CH3:1][O:2][C:3]1[CH:28]=[C:27]([O:29][CH3:30])[CH:26]=[CH:25][C:4]=1[CH2:5][N:6]([C:19]1[CH:24]=[CH:23][N:22]=[CH:21][N:20]=1)[S:7]([C:10]1[CH:15]=[C:14]([F:16])[C:13]([O:42][C@H:37]2[CH2:38][CH2:39][CH2:40][CH2:41][C@@H:36]2[N:31]2[CH:35]=[CH:34][N:33]=[CH:32]2)=[CH:12][C:11]=1[F:18])(=[O:8])=[O:9]. (3) Given the reactants C(OC(=O)[NH:7][C@H:8]([CH2:18][OH:19])[CH2:9][C:10]1[CH:15]=[C:14]([F:16])[CH:13]=[C:12]([F:17])[CH:11]=1)(C)(C)C.[F:21][C:22]([F:27])([F:26])[C:23]([OH:25])=[O:24], predict the reaction product. The product is: [F:21][C:22]([F:27])([F:26])[C:23]([OH:25])=[O:24].[NH2:7][C@@H:8]([CH2:9][C:10]1[CH:11]=[C:12]([F:17])[CH:13]=[C:14]([F:16])[CH:15]=1)[CH2:18][OH:19]. (4) Given the reactants [Br:1][C:2]1[CH:3]=[C:4]([CH:21]=[C:22]([C:26]([F:29])([F:28])[F:27])[C:23]=1[CH:24]=O)[C:5]([NH:7][CH2:8][C:9]1[CH:14]=[C:13]([Cl:15])[CH:12]=[CH:11][C:10]=1[S:16]([CH2:19][CH3:20])(=[O:18])=[O:17])=[O:6].[C:30]([O:34][C:35](=[O:43])[NH:36][C@@H:37]1[CH2:42][CH2:41][CH2:40][NH:39][CH2:38]1)([CH3:33])([CH3:32])[CH3:31], predict the reaction product. The product is: [C:30]([O:34][C:35](=[O:43])[NH:36][C@@H:37]1[CH2:42][CH2:41][CH2:40][N:39]([CH2:24][C:23]2[C:22]([C:26]([F:28])([F:29])[F:27])=[CH:21][C:4]([C:5](=[O:6])[NH:7][CH2:8][C:9]3[CH:14]=[C:13]([Cl:15])[CH:12]=[CH:11][C:10]=3[S:16]([CH2:19][CH3:20])(=[O:18])=[O:17])=[CH:3][C:2]=2[Br:1])[CH2:38]1)([CH3:33])([CH3:31])[CH3:32]. (5) Given the reactants [CH:1]1[CH:6]=[CH:5][C:4]([CH2:7][O:8][C:9](Cl)=[O:10])=[CH:3][CH:2]=1.C1(C)C=CC=CC=1.[CH2:19]([NH:21][CH:22]1[CH2:27][CH2:26][N:25]([C:28]([O:30][C:31]([CH3:34])([CH3:33])[CH3:32])=[O:29])[CH2:24][CH2:23]1)[CH3:20].C([O-])([O-])=O.[K+].[K+], predict the reaction product. The product is: [CH2:7]([O:8][C:9]([N:21]([CH2:19][CH3:20])[CH:22]1[CH2:23][CH2:24][N:25]([C:28]([O:30][C:31]([CH3:33])([CH3:32])[CH3:34])=[O:29])[CH2:26][CH2:27]1)=[O:10])[C:4]1[CH:5]=[CH:6][CH:1]=[CH:2][CH:3]=1. (6) Given the reactants Br[C:2]1[CH:7]=[CH:6][C:5]([CH:8]([CH3:23])[C:9]([C:15]2[CH:16]=[N:17][C:18]([O:21][CH3:22])=[CH:19][CH:20]=2)([OH:14])[C:10]([F:13])([F:12])[F:11])=[C:4]([Cl:24])[CH:3]=1.[Cl:25][C:26]1[CH:27]=[C:28](B(O)O)[CH:29]=[CH:30][C:31]=1[C:32]([O:34][CH3:35])=[O:33], predict the reaction product. The product is: [CH3:35][O:34][C:32]([C:31]1[CH:30]=[CH:29][C:28]([C:2]2[CH:7]=[CH:6][C:5]([CH:8]([CH3:23])[C:9]([OH:14])([C:15]3[CH:16]=[N:17][C:18]([O:21][CH3:22])=[CH:19][CH:20]=3)[C:10]([F:13])([F:12])[F:11])=[C:4]([Cl:24])[CH:3]=2)=[CH:27][C:26]=1[Cl:25])=[O:33]. (7) Given the reactants O.[NH2:2][C:3]1[CH:8]=[C:7]([OH:9])[N:6]=[C:5]([SH:10])[N:4]=1.[F:11][C:12]1[CH:13]=[C:14]([CH:17]=[CH:18][C:19]=1[F:20])[CH2:15]Br, predict the reaction product. The product is: [NH2:2][C:3]1[N:4]=[C:5]([S:10][CH2:15][C:14]2[CH:17]=[CH:18][C:19]([F:20])=[C:12]([F:11])[CH:13]=2)[N:6]=[C:7]([OH:9])[CH:8]=1.